This data is from Full USPTO retrosynthesis dataset with 1.9M reactions from patents (1976-2016). The task is: Predict the reactants needed to synthesize the given product. (1) Given the product [F:17][C:15]1[C:14]([C:18]#[C:19][C:20]([OH:23])([CH3:21])[CH3:22])=[CH:13][C:12]2[C:6]3[N:7]([C:24]([CH2:25][OH:26])=[C:4]([C:1]([NH2:2])=[O:3])[N:5]=3)[CH2:8][CH2:9][O:10][C:11]=2[CH:16]=1, predict the reactants needed to synthesize it. The reactants are: [C:1]([C:4]1[N:5]=[C:6]2[C:12]3[CH:13]=[C:14]([C:18]#[C:19][C:20]([OH:23])([CH3:22])[CH3:21])[C:15]([F:17])=[CH:16][C:11]=3[O:10][CH2:9][CH2:8][N:7]2[C:24]=1[C:25](O)=[O:26])(=[O:3])[NH2:2].NC(C)(C)C#N. (2) Given the product [F:1][C:2]1[CH:7]=[CH:6][CH:5]=[CH:4][C:3]=1[C:8]1[N:12]([S:21]([C:16]2[CH:17]=[CH:18][CH:19]=[CH:20][N:15]=2)(=[O:23])=[O:22])[CH:11]=[C:10]([CH:13]=[O:14])[CH:9]=1, predict the reactants needed to synthesize it. The reactants are: [F:1][C:2]1[CH:7]=[CH:6][CH:5]=[CH:4][C:3]=1[C:8]1[NH:12][CH:11]=[C:10]([CH:13]=[O:14])[CH:9]=1.[N:15]1[CH:20]=[CH:19][CH:18]=[CH:17][C:16]=1[S:21](Cl)(=[O:23])=[O:22]. (3) The reactants are: [Cl:1][C:2]1[CH:3]=[C:4]([C:8]#[C:9][C:10]2[N:11]=[C:12]([CH3:27])[N:13]([C:15]3[N:20]=[C:19]([N:21]4[CH2:26][CH2:25][S:24][CH2:23][CH2:22]4)[CH:18]=[CH:17][CH:16]=3)[CH:14]=2)[CH:5]=[CH:6][CH:7]=1.[OH2:28].C(=O)(O)[O-:30].[Na+]. Given the product [Cl:1][C:2]1[CH:3]=[C:4]([C:8]#[C:9][C:10]2[N:11]=[C:12]([CH3:27])[N:13]([C:15]3[N:20]=[C:19]([N:21]4[CH2:22][CH2:23][S:24](=[O:30])(=[O:28])[CH2:25][CH2:26]4)[CH:18]=[CH:17][CH:16]=3)[CH:14]=2)[CH:5]=[CH:6][CH:7]=1, predict the reactants needed to synthesize it. (4) The reactants are: [C:1]([N:4]1[C:12]2[C:7](=[CH:8][C:9]([F:17])=[C:10]([S:13](Cl)(=[O:15])=[O:14])[CH:11]=2)[C:6]([CH3:19])([CH3:18])[CH2:5]1)(=[O:3])[CH3:2].I[CH2:21][CH3:22].[O-]S([O-])=O.[Na+].[Na+].C([O-])(O)=O.[Na+]. Given the product [CH2:21]([S:13]([C:10]1[CH:11]=[C:12]2[C:7]([C:6]([CH3:19])([CH3:18])[CH2:5][N:4]2[C:1](=[O:3])[CH3:2])=[CH:8][C:9]=1[F:17])(=[O:15])=[O:14])[CH3:22], predict the reactants needed to synthesize it. (5) Given the product [C:1]1([S:7]([CH2:10][C:11]2[C:16]([C:17]([OH:19])=[O:18])=[C:15]([O:20][CH3:21])[C:14]([N:33]3[CH:37]=[CH:36][N:35]=[CH:34]3)=[CH:13][CH:12]=2)(=[O:9])=[O:8])[CH:6]=[CH:5][CH:4]=[CH:3][CH:2]=1, predict the reactants needed to synthesize it. The reactants are: [C:1]1([S:7]([CH2:10][C:11]2[C:16]([C:17]([OH:19])=[O:18])=[C:15]([O:20][CH3:21])[C:14](Br)=[CH:13][CH:12]=2)(=[O:9])=[O:8])[CH:6]=[CH:5][CH:4]=[CH:3][CH:2]=1.C(=NO)C1C(=CC=CC=1)O.[NH:33]1[CH:37]=[CH:36][N:35]=[CH:34]1.C(=O)([O-])[O-].[Cs+].[Cs+]. (6) Given the product [CH:21]([C:23]1[CH:24]=[C:25]([C:2]2[C:6]([CH3:7])=[C:5]([C:8]3[CH:9]=[CH:10][C:11]([OH:14])=[CH:12][CH:13]=3)[S:4][C:3]=2[CH:16]=[O:20])[CH:26]=[CH:27][C:28]=1[OH:29])=[O:22], predict the reactants needed to synthesize it. The reactants are: Br[C:2]1[C:6]([CH3:7])=[C:5]([C:8]2[CH:13]=[CH:12][C:11]([O:14]C)=[CH:10][CH:9]=2)[S:4][C:3]=1[CH:16]1[O:20]CCO1.[CH:21]([C:23]1[CH:24]=[C:25](B(O)O)[CH:26]=[CH:27][C:28]=1[O:29]C)=[O:22]. (7) Given the product [C:13]([C:10]1[CH:11]=[CH:12][C:7]([C:27]2[N:26]=[C:25]3[N:24]([CH3:34])[C:23](=[O:35])[N:22]([CH2:21][C:20]([CH3:19])([CH3:37])[CH3:36])[C:30]3=[CH:29][CH:28]=2)=[C:8]([CH3:16])[CH:9]=1)(=[O:15])[CH3:14], predict the reactants needed to synthesize it. The reactants are: FC(F)(F)S(O[C:7]1[CH:12]=[CH:11][C:10]([C:13](=[O:15])[CH3:14])=[CH:9][C:8]=1[CH3:16])(=O)=O.[CH3:19][C:20]([CH3:37])([CH3:36])[CH2:21][N:22]1[C:30]2[C:25](=[N:26][C:27](B(O)O)=[CH:28][CH:29]=2)[N:24]([CH3:34])[C:23]1=[O:35].C(=O)([O-])[O-].[Cs+].[Cs+]. (8) Given the product [O:34]=[S:2]1(=[O:1])[CH2:6][CH2:5][CH2:4][N:3]1[CH2:7][CH2:8][N:9]1[C:18]2[C:13](=[N:14][CH:15]=[C:16]([CH2:19][C:20]3[CH:25]=[CH:24][C:23]([F:26])=[CH:22][CH:21]=3)[CH:17]=2)[C:12]([OH:27])=[C:11]([C:28]([NH:39][CH2:38][CH2:37][O:36][CH3:35])=[O:29])[C:10]1=[O:33], predict the reactants needed to synthesize it. The reactants are: [O:1]=[S:2]1(=[O:34])[CH2:6][CH2:5][CH2:4][N:3]1[CH2:7][CH2:8][N:9]1[C:18]2[C:13](=[N:14][CH:15]=[C:16]([CH2:19][C:20]3[CH:25]=[CH:24][C:23]([F:26])=[CH:22][CH:21]=3)[CH:17]=2)[C:12]([OH:27])=[C:11]([C:28](OCC)=[O:29])[C:10]1=[O:33].[CH3:35][O:36][CH2:37][CH2:38][NH2:39]. (9) The reactants are: [Cl:1][C:2]1[C:7]([C:8](OCC)=[O:9])=[CH:6][N:5]=[C:4]([Cl:13])[C:3]=1[CH3:14]. Given the product [Cl:1][C:2]1[C:3]([CH3:14])=[C:4]([Cl:13])[N:5]=[CH:6][C:7]=1[CH2:8][OH:9], predict the reactants needed to synthesize it. (10) The reactants are: Cl.[O:2]1[CH:6]=[CH:5][CH:4]=[C:3]1[C:7](=[NH:9])[NH2:8].O.[NH2:11]N.[C:13]([NH:16][CH:17]([CH3:25])[C:18](=O)[C:19](OCC)=[O:20])(=[O:15])[CH3:14]. Given the product [O:2]1[CH:6]=[CH:5][CH:4]=[C:3]1[C:7]1[NH:8][C:19](=[O:20])[C:18]([CH:17]([NH:16][C:13](=[O:15])[CH3:14])[CH3:25])=[N:11][N:9]=1, predict the reactants needed to synthesize it.